The task is: Predict the product of the given reaction.. This data is from Forward reaction prediction with 1.9M reactions from USPTO patents (1976-2016). (1) The product is: [C:4]1([CH:2]([CH3:3])[CH2:1][NH:21][C@@H:11]2[C:20]3[C:15](=[CH:16][CH:17]=[CH:18][CH:19]=3)[CH2:14][CH2:13][CH2:12]2)[CH:9]=[CH:8][CH:7]=[CH:6][CH:5]=1. Given the reactants [CH:1](=O)[CH:2]([C:4]1[CH:9]=[CH:8][CH:7]=[CH:6][CH:5]=1)[CH3:3].[C@@H:11]1([NH2:21])[C:20]2[C:15](=[CH:16][CH:17]=[CH:18][CH:19]=2)[CH2:14][CH2:13][CH2:12]1, predict the reaction product. (2) The product is: [Cl:1][C:2]1[CH:7]=[CH:6][C:5]([C:8]2[C:9]3[O:14][CH:27]([CH2:26][OH:29])[CH2:28][C:10]=3[CH:11]=[CH:12][CH:13]=2)=[C:4]([CH3:15])[CH:3]=1. Given the reactants [Cl:1][C:2]1[CH:7]=[CH:6][C:5]([C:8]2[C:9]([OH:14])=[CH:10][CH:11]=[CH:12][CH:13]=2)=[C:4]([CH3:15])[CH:3]=1.C(=O)([O-])[O-].[K+].[K+].C(Br)C=C.[CH2:26]([O:29]CC=C)[CH:27]=[CH2:28].C(C1C=CC=C(C2C=CC(Cl)=CC=2C)C=1O)C=C.ClC1C=C(C=CC=1)C(OO)=O, predict the reaction product. (3) Given the reactants COC(C1CC2C(=CC=CC=2)C1)=O.[F:14][C:15]([F:33])([F:32])[O:16][C:17]1[CH:22]=[CH:21][C:20]([N:23]2[CH2:30][CH:29]3[NH:31][CH:25]([CH2:26][CH2:27][CH2:28]3)[CH2:24]2)=[CH:19][CH:18]=1.[CH3:34][O:35][C:36]([CH:38]1[CH2:46][C:45]2[C:40](=[CH:41][CH:42]=[CH:43][C:44]=2[S:47](Cl)(=[O:49])=[O:48])[CH2:39]1)=[O:37].C(=O)([O-])[O-].[K+].[K+], predict the reaction product. The product is: [CH3:34][O:35][C:36]([CH:38]1[CH2:46][C:45]2[C:40](=[CH:41][CH:42]=[CH:43][C:44]=2[S:47]([N:31]2[CH:29]3[CH2:28][CH2:27][CH2:26][CH:25]2[CH2:24][N:23]([C:20]2[CH:21]=[CH:22][C:17]([O:16][C:15]([F:14])([F:32])[F:33])=[CH:18][CH:19]=2)[CH2:30]3)(=[O:49])=[O:48])[CH2:39]1)=[O:37]. (4) Given the reactants [CH:1]([O:4][C:5]1[CH:10]=[CH:9][CH:8]=[CH:7][C:6]=1[CH2:11][CH2:12][CH2:13][NH:14][CH2:15][C:16]1[CH:17]=[C:18]([CH:22]2[CH2:27][CH2:26][CH2:25][CH2:24][N:23]2[CH:28]=O)[CH:19]=[CH:20][CH:21]=1)([CH3:3])[CH3:2].C([O:33]C1C=CC=CC=1NCCN)(C)C, predict the reaction product. The product is: [CH:1]([O:4][C:5]1[CH:10]=[CH:9][CH:8]=[CH:7][C:6]=1[CH2:11][CH2:12][CH2:13][NH:14][CH2:15][C:16]1[CH:17]=[C:18]([C:22]([N:23]2[CH2:24][CH2:25][CH2:26][CH2:27][CH2:28]2)=[O:33])[CH:19]=[CH:20][CH:21]=1)([CH3:2])[CH3:3].